This data is from NCI-60 drug combinations with 297,098 pairs across 59 cell lines. The task is: Regression. Given two drug SMILES strings and cell line genomic features, predict the synergy score measuring deviation from expected non-interaction effect. (1) Drug 1: CC(C1=C(C=CC(=C1Cl)F)Cl)OC2=C(N=CC(=C2)C3=CN(N=C3)C4CCNCC4)N. Drug 2: CC1OCC2C(O1)C(C(C(O2)OC3C4COC(=O)C4C(C5=CC6=C(C=C35)OCO6)C7=CC(=C(C(=C7)OC)O)OC)O)O. Cell line: SK-MEL-5. Synergy scores: CSS=21.7, Synergy_ZIP=1.76, Synergy_Bliss=5.10, Synergy_Loewe=-9.96, Synergy_HSA=0.591. (2) Drug 1: C1=C(C(=O)NC(=O)N1)N(CCCl)CCCl. Drug 2: CCN(CC)CCNC(=O)C1=C(NC(=C1C)C=C2C3=C(C=CC(=C3)F)NC2=O)C. Cell line: PC-3. Synergy scores: CSS=8.99, Synergy_ZIP=-4.07, Synergy_Bliss=-0.988, Synergy_Loewe=-2.13, Synergy_HSA=-1.49. (3) Drug 1: CN(CCCl)CCCl.Cl. Drug 2: C1C(C(OC1N2C=NC(=NC2=O)N)CO)O. Cell line: M14. Synergy scores: CSS=0.0410, Synergy_ZIP=-2.50, Synergy_Bliss=-5.11, Synergy_Loewe=-5.73, Synergy_HSA=-4.64. (4) Drug 1: C1=CN(C(=O)N=C1N)C2C(C(C(O2)CO)O)O.Cl. Drug 2: COCCOC1=C(C=C2C(=C1)C(=NC=N2)NC3=CC=CC(=C3)C#C)OCCOC.Cl. Cell line: UO-31. Synergy scores: CSS=22.2, Synergy_ZIP=2.13, Synergy_Bliss=2.03, Synergy_Loewe=-0.521, Synergy_HSA=3.65. (5) Drug 1: C1=CC(=CC=C1CCCC(=O)O)N(CCCl)CCCl. Drug 2: CN(CCCl)CCCl.Cl. Cell line: COLO 205. Synergy scores: CSS=47.1, Synergy_ZIP=-13.2, Synergy_Bliss=-6.20, Synergy_Loewe=-5.37, Synergy_HSA=-4.14. (6) Drug 1: CCN(CC)CCCC(C)NC1=C2C=C(C=CC2=NC3=C1C=CC(=C3)Cl)OC. Drug 2: B(C(CC(C)C)NC(=O)C(CC1=CC=CC=C1)NC(=O)C2=NC=CN=C2)(O)O. Cell line: K-562. Synergy scores: CSS=79.8, Synergy_ZIP=5.70, Synergy_Bliss=5.40, Synergy_Loewe=-19.9, Synergy_HSA=3.54. (7) Drug 1: CCN(CC)CCNC(=O)C1=C(NC(=C1C)C=C2C3=C(C=CC(=C3)F)NC2=O)C. Drug 2: CN1C=C(C=N1)C2=C3N=C(C(=C(N3N=C2)N)Br)C4CCCNC4. Cell line: SK-OV-3. Synergy scores: CSS=65.1, Synergy_ZIP=0.992, Synergy_Bliss=0.460, Synergy_Loewe=-4.22, Synergy_HSA=4.56.